Dataset: Forward reaction prediction with 1.9M reactions from USPTO patents (1976-2016). Task: Predict the product of the given reaction. (1) The product is: [F:29][C:30]1[CH:31]=[CH:32][C:33]([CH3:49])=[C:34]([C:36]([CH3:47])([CH3:48])[CH2:37][C:38]([C:43]([F:44])([F:45])[F:46])([OH:42])[CH2:39][C:40]#[C:41][C:4]2[CH:5]=[CH:6][CH:7]=[C:2]([F:1])[C:3]=2[N+:16]([O-:18])=[O:17])[CH:35]=1. Given the reactants [F:1][C:2]1[C:3]([N+:16]([O-:18])=[O:17])=[C:4](OS(C(F)(F)F)(=O)=O)[CH:5]=[CH:6][CH:7]=1.C(N(CC)CC)C.C(#N)C.[F:29][C:30]1[CH:31]=[CH:32][C:33]([CH3:49])=[C:34]([C:36]([CH3:48])([CH3:47])[CH2:37][C:38]([C:43]([F:46])([F:45])[F:44])([OH:42])[CH2:39][C:40]#[CH:41])[CH:35]=1, predict the reaction product. (2) The product is: [F:1][C:2]1[CH:3]=[C:4]2[C:8](=[CH:9][CH:10]=1)[NH:7][C:6](=[O:11])[C:5]2=[C:12]1[C:20]2[C:15](=[CH:16][C:17]([CH2:21][CH2:22][C:23]([NH:44][CH2:32][CH2:33][O:34][CH2:35][CH2:36][O:37][CH2:38][CH2:39][O:40][CH2:41][CH2:42][OH:43])=[O:24])=[CH:18][CH:19]=2)[CH2:14][O:13]1. Given the reactants [F:1][C:2]1[CH:3]=[C:4]2[C:8](=[CH:9][CH:10]=1)[NH:7][C:6](=[O:11])[C:5]2=[C:12]1[C:20]2[C:15](=[CH:16][C:17]([CH2:21][CH2:22][C:23](O)=[O:24])=[CH:18][CH:19]=2)[CH2:14][O:13]1.C(Cl)(=O)C(Cl)=O.[CH2:32]([NH2:44])[CH2:33][O:34][CH2:35][CH2:36][O:37][CH2:38][CH2:39][O:40][CH2:41][CH2:42][OH:43], predict the reaction product.